From a dataset of Full USPTO retrosynthesis dataset with 1.9M reactions from patents (1976-2016). Predict the reactants needed to synthesize the given product. Given the product [Cl:1][C:2]1[N:3]=[C:4]([N:14]([CH2:15][C:16]([CH3:19])([CH3:18])[CH3:17])[CH3:13])[C:5]([F:10])=[CH:6][C:7]=1[C:8]#[N:9], predict the reactants needed to synthesize it. The reactants are: [Cl:1][C:2]1[C:7]([C:8]#[N:9])=[CH:6][C:5]([F:10])=[C:4](Cl)[N:3]=1.Cl.[CH3:13][NH:14][CH2:15][C:16]([CH3:19])([CH3:18])[CH3:17].C(N(CC)CC)C.